Dataset: Peptide-MHC class II binding affinity with 134,281 pairs from IEDB. Task: Regression. Given a peptide amino acid sequence and an MHC pseudo amino acid sequence, predict their binding affinity value. This is MHC class II binding data. The binding affinity (normalized) is 0.374. The peptide sequence is RKGVLFNIQYVNYWF. The MHC is DRB1_0701 with pseudo-sequence DRB1_0701.